This data is from Peptide-MHC class II binding affinity with 134,281 pairs from IEDB. The task is: Regression. Given a peptide amino acid sequence and an MHC pseudo amino acid sequence, predict their binding affinity value. This is MHC class II binding data. (1) The peptide sequence is AMAPTMAAPGAAVAS. The MHC is DRB1_1101 with pseudo-sequence DRB1_1101. The binding affinity (normalized) is 0.0852. (2) The peptide sequence is KLMNSPEFHLVFGNC. The MHC is HLA-DPA10201-DPB10101 with pseudo-sequence HLA-DPA10201-DPB10101. The binding affinity (normalized) is 0.424. (3) The binding affinity (normalized) is 0.697. The MHC is DRB1_0401 with pseudo-sequence DRB1_0401. The peptide sequence is GELQIVDKIDAASKI. (4) The peptide sequence is NVNLQKQLLTNHLIN. The MHC is DRB1_0802 with pseudo-sequence DRB1_0802. The binding affinity (normalized) is 0.138. (5) The peptide sequence is KLVLDIKYTRPGDSL. The MHC is DRB1_1302 with pseudo-sequence DRB1_1302. The binding affinity (normalized) is 0.365.